Dataset: Full USPTO retrosynthesis dataset with 1.9M reactions from patents (1976-2016). Task: Predict the reactants needed to synthesize the given product. (1) Given the product [CH2:1]([O:8][C:9]1[C:10]([O:20][CH3:21])=[CH:11][C:12]([C:13]([N:26]2[CH2:27][C@H:23]([F:22])[CH2:24][C@H:25]2[C:28]([OH:30])=[O:29])=[O:15])=[CH:16][C:17]=1[O:18][CH3:19])[C:2]1[CH:3]=[CH:4][CH:5]=[CH:6][CH:7]=1, predict the reactants needed to synthesize it. The reactants are: [CH2:1]([O:8][C:9]1[C:17]([O:18][CH3:19])=[CH:16][C:12]([C:13]([OH:15])=O)=[CH:11][C:10]=1[O:20][CH3:21])[C:2]1[CH:7]=[CH:6][CH:5]=[CH:4][CH:3]=1.[F:22][C@H:23]1[CH2:27][NH:26][C@H:25]([C:28]([OH:30])=[O:29])[CH2:24]1. (2) Given the product [F:16][C:15]([F:18])([F:17])[C:13]([NH:1][CH2:2][C:3]1[CH:4]=[CH:5][C:6]([S:9](=[O:10])(=[O:11])[NH2:12])=[CH:7][CH:8]=1)=[O:14], predict the reactants needed to synthesize it. The reactants are: [NH2:1][CH2:2][C:3]1[CH:8]=[CH:7][C:6]([S:9]([NH2:12])(=[O:11])=[O:10])=[CH:5][CH:4]=1.[C:13](O[C:13]([C:15]([F:18])([F:17])[F:16])=[O:14])([C:15]([F:18])([F:17])[F:16])=[O:14]. (3) Given the product [N:12]1([CH2:11][C@H:9]2[CH2:10][C@@H:8]2[C:5]2[CH:6]=[CH:7][C:2]([N:19]3[C:20](=[O:24])[CH:21]=[CH:22][CH:23]=[N:18]3)=[CH:3][CH:4]=2)[CH2:17][CH2:16][CH2:15][CH2:14][CH2:13]1, predict the reactants needed to synthesize it. The reactants are: Br[C:2]1[CH:7]=[CH:6][C:5]([C@H:8]2[CH2:10][C@@H:9]2[CH2:11][N:12]2[CH2:17][CH2:16][CH2:15][CH2:14][CH2:13]2)=[CH:4][CH:3]=1.[N:18]1[NH:19][C:20](=[O:24])[CH:21]=[CH:22][CH:23]=1. (4) Given the product [CH2:8]([C:15]1[CH:16]=[CH:17][C:18]([O:19][C@H:20]([CH3:24])[C:21]([OH:23])=[O:22])=[CH:25][CH:26]=1)[C:9]1[CH:10]=[CH:11][CH:12]=[CH:13][CH:14]=1, predict the reactants needed to synthesize it. The reactants are: C(OC)(=O)[C@@H](C)O.[CH2:8]([C:15]1[CH:26]=[CH:25][C:18]([O:19][CH:20]([CH3:24])[C:21]([OH:23])=[O:22])=[CH:17][CH:16]=1)[C:9]1[CH:14]=[CH:13][CH:12]=[CH:11][CH:10]=1. (5) Given the product [Cl:14][C:11]1[C:6]([CH:4]([O:3][CH3:1])[O:5][CH3:27])=[CH:7][C:8]([NH:25][C@@H:22]([C:19]2[CH:20]=[CH:21][C:16]([Cl:15])=[C:17]([CH3:26])[CH:18]=2)[CH2:23][CH3:24])=[N:9][CH:10]=1, predict the reactants needed to synthesize it. The reactants are: [CH2:1]([O:3][C:4]([C:6]1[C:11](C)=[CH:10][N:9]=[C:8](Cl)[CH:7]=1)=[O:5])C.[ClH:14].[Cl:15][C:16]1[CH:21]=[CH:20][C:19]([C@H:22]([NH2:25])[CH2:23][CH3:24])=[CH:18][C:17]=1[CH3:26].[CH3:27]C(C)([O-])C.[Na+].C1C=CC(P(C2C(C3C(P(C4C=CC=CC=4)C4C=CC=CC=4)=CC=C4C=3C=CC=C4)=C3C(C=CC=C3)=CC=2)C2C=CC=CC=2)=CC=1.